Dataset: Reaction yield outcomes from USPTO patents with 853,638 reactions. Task: Predict the reaction yield, written as a fraction of the theoretical maximum amount of product (1.0 means a 100% yield; for example, 0.34 means a 34% yield). (1) The reactants are C[O:2][C:3](=[O:44])[C:4]1[CH:9]=[CH:8][C:7]([NH:10][C:11]([C@H:13]2[C@H:17]([C:18]3[CH:23]=[CH:22][CH:21]=[C:20]([Cl:24])[C:19]=3[F:25])[C@:16]([C:28]3[CH:33]=[CH:32][C:31]([Cl:34])=[CH:30][C:29]=3[F:35])([C:26]#[N:27])[C@H:15]([CH2:36][C:37]3([CH3:43])[CH2:42][CH2:41][CH2:40][CH2:39][CH2:38]3)[NH:14]2)=[O:12])=[CH:6][CH:5]=1.[OH-].[Na+].CO.Cl. The catalyst is O1CCCC1. The product is [Cl:24][C:20]1[C:19]([F:25])=[C:18]([C@@H:17]2[C@:16]([C:28]3[CH:33]=[CH:32][C:31]([Cl:34])=[CH:30][C:29]=3[F:35])([C:26]#[N:27])[C@H:15]([CH2:36][C:37]3([CH3:43])[CH2:38][CH2:39][CH2:40][CH2:41][CH2:42]3)[NH:14][C@H:13]2[C:11]([NH:10][C:7]2[CH:8]=[CH:9][C:4]([C:3]([OH:44])=[O:2])=[CH:5][CH:6]=2)=[O:12])[CH:23]=[CH:22][CH:21]=1. The yield is 0.900. (2) The reactants are Br[C:2]1[CH:7]=[C:6]([O:8][CH3:9])[CH:5]=[C:4]([O:10][CH3:11])[CH:3]=1.[Cl:12][C:13]1[N:18]=[C:17]([NH2:19])[C:16]([CH3:20])=[CH:15][N:14]=1.CC1(C)C2C(=C(P(C3C=CC=CC=3)C3C=CC=CC=3)C=CC=2)OC2C(P(C3C=CC=CC=3)C3C=CC=CC=3)=CC=CC1=2.CC(C)([O-])C.[K+]. The catalyst is O1CCOCC1.CN(C=O)C.CC([O-])=O.CC([O-])=O.[Pd+2]. The product is [Cl:12][C:13]1[N:18]=[C:17]([NH:19][C:2]2[CH:7]=[C:6]([O:8][CH3:9])[CH:5]=[C:4]([O:10][CH3:11])[CH:3]=2)[C:16]([CH3:20])=[CH:15][N:14]=1. The yield is 0.330. (3) The reactants are [CH2:1]([O:3][C:4](=[O:14])[C:5]([S:8]([N:10]1[CH2:13][CH2:12][CH2:11]1)=[O:9])([CH3:7])[CH3:6])[CH3:2].ClC1C=CC=C(C(OO)=[O:23])C=1. The catalyst is C(Cl)Cl. The product is [CH2:1]([O:3][C:4](=[O:14])[C:5]([S:8]([N:10]1[CH2:11][CH2:12][CH2:13]1)(=[O:23])=[O:9])([CH3:7])[CH3:6])[CH3:2]. The yield is 1.00. (4) The yield is 0.840. The reactants are [OH:1][CH2:2][C@H:3]1[CH2:8][O:7][C:6]2[CH:9]=[CH:10][C:11]([N+:17]([O-])=O)=[C:12]([CH2:13][C:14](O)=[O:15])[C:5]=2[O:4]1.[OH-].[Na+].[H][H]. The product is [OH2:1].[OH:1][CH2:2][C@@H:3]1[O:4][C:5]2=[C:12]3[C:11](=[CH:10][CH:9]=[C:6]2[O:7][CH2:8]1)[NH:17][C:14](=[O:15])[CH2:13]3. The catalyst is [Pd]. (5) The reactants are [CH2:1]([O:8][C:9]1[CH:10]=[CH:11][C:12]([C@@H:20]([OH:23])[CH2:21][Br:22])=[C:13]2[C:18]=1[NH:17][C:16](=[O:19])[CH:15]=[CH:14]2)[C:2]1[CH:7]=[CH:6][CH:5]=[CH:4][CH:3]=1.CN(C)C=O.N1C(C)=CC=CC=1C.FC(F)(F)S(O[Si:43]([C:46]([CH3:49])([CH3:48])[CH3:47])([CH3:45])[CH3:44])(=O)=O. The catalyst is C1CCCCC1.CO. The product is [CH2:1]([O:8][C:9]1[CH:10]=[CH:11][C:12]([C@@H:20]([O:23][Si:43]([C:46]([CH3:49])([CH3:48])[CH3:47])([CH3:45])[CH3:44])[CH2:21][Br:22])=[C:13]2[C:18]=1[NH:17][C:16](=[O:19])[CH:15]=[CH:14]2)[C:2]1[CH:3]=[CH:4][CH:5]=[CH:6][CH:7]=1. The yield is 0.800. (6) The reactants are [C:1]1([CH2:9][OH:10])[C:2]([CH2:7][OH:8])=[CH:3][CH:4]=[CH:5][CH:6]=1.[N+]([O-])(O)=O.O. The catalyst is C(O)(=O)C. The product is [CH:9](=[O:10])[C:1]1[C:2](=[CH:3][CH:4]=[CH:5][CH:6]=1)[CH:7]=[O:8]. The yield is 0.600.